Predict the reactants needed to synthesize the given product. From a dataset of Full USPTO retrosynthesis dataset with 1.9M reactions from patents (1976-2016). (1) Given the product [S:13]([NH:1][C:2]1[CH:9]=[CH:8][CH:7]=[C:6](/[CH:10]=[CH:11]/[CH3:12])[C:3]=1[C:4]#[N:5])(=[O:16])(=[O:15])[NH2:14], predict the reactants needed to synthesize it. The reactants are: [NH2:1][C:2]1[CH:9]=[CH:8][CH:7]=[C:6](/[CH:10]=[CH:11]/[CH3:12])[C:3]=1[C:4]#[N:5].[S:13](Cl)(=[O:16])(=[O:15])[NH2:14]. (2) Given the product [Cl:23][C:24]1[CH:29]=[C:28]([Cl:30])[CH:27]=[CH:26][C:25]=1[CH2:31][NH:32][C:33]([NH:1][C:2]1[CH:11]=[CH:10][CH:9]=[C:8]2[C:3]=1[CH:4]=[C:5]([C:12]([O:14][CH3:15])=[O:13])[N:6]=[CH:7]2)=[O:34], predict the reactants needed to synthesize it. The reactants are: [NH2:1][C:2]1[CH:11]=[CH:10][CH:9]=[C:8]2[C:3]=1[CH:4]=[C:5]([C:12]([O:14][CH3:15])=[O:13])[N:6]=[CH:7]2.C1(C)C=CC=CC=1.[Cl:23][C:24]1[CH:29]=[C:28]([Cl:30])[CH:27]=[CH:26][C:25]=1[CH2:31][N:32]=[C:33]=[O:34]. (3) Given the product [CH3:1][O:2][C:3]([C:5]1[CH:10]=[CH:9][CH:8]=[C:7]([C:11]2[O:15][C:14]([C:16](=[O:33])[CH2:17][CH2:18][CH2:19][CH:20]3[CH2:21][CH2:22][N:23]([CH2:26][C:50]4[CH:51]=[CH:52][C:53]([CH:54]([CH3:55])[CH3:67])=[CH:58][CH:57]=4)[CH2:24][CH2:25]3)=[N:13][CH:12]=2)[N:6]=1)=[O:4], predict the reactants needed to synthesize it. The reactants are: [CH3:1][O:2][C:3]([C:5]1[CH:10]=[CH:9][CH:8]=[C:7]([C:11]2[O:15][C:14]([C:16](=[O:33])[CH2:17][CH2:18][CH2:19][CH:20]3[CH2:25][CH2:24][N:23]([C:26](OC(C)(C)C)=O)[CH2:22][CH2:21]3)=[N:13][CH:12]=2)[N:6]=1)=[O:4].COC(C1C=CC=C(C2OC(C(O)[CH2:50][CH2:51][CH2:52][CH:53]3[CH2:58][CH2:57]N(C(OC(C)(C)C)=O)[CH2:55][CH2:54]3)=NC=2)N=1)=O.[CH3:67]C(OI1(OC(C)=O)(OC(C)=O)OC(=O)C2C=CC=CC1=2)=O. (4) Given the product [F:16][C:17]1[C:24]([I:26])=[C:23]([CH3:25])[CH:22]=[CH:21][C:18]=1[C:19]#[N:20], predict the reactants needed to synthesize it. The reactants are: CC1(C)CCCC(C)(C)N1.C([Li])CCC.[F:16][C:17]1[CH:24]=[C:23]([CH3:25])[CH:22]=[CH:21][C:18]=1[C:19]#[N:20].[I:26]I.[O-]S([O-])(=S)=O.[Na+].[Na+]. (5) Given the product [CH2:19]([O:15][C:13]([CH:12]1[CH2:9][C:8]1([F:10])[C:3]1[CH:4]=[CH:5][CH:6]=[CH:7][C:2]=1[F:1])=[O:14])[CH3:20], predict the reactants needed to synthesize it. The reactants are: [F:1][C:2]1[CH:7]=[CH:6][CH:5]=[CH:4][C:3]=1[C:8]([F:10])=[CH2:9].F[C:12](F)(F)[C:13]([OH:15])=[O:14].F[C:19]1C=C(F)C=C[C:20]=1C1CC1N. (6) Given the product [CH2:1]([O:8][C:9]1[CH:14]=[C:13]([CH:15]=[CH:16][C:17]2[CH:21]=[N:20][N:19]([CH3:38])[CH:18]=2)[CH:12]=[CH:11][C:10]=1[N:22]1[S:26](=[O:27])(=[O:28])[N:25]([CH2:29][CH2:30][Si:31]([CH3:33])([CH3:32])[CH3:34])[C:24](=[O:35])[CH2:23]1)[C:2]1[CH:3]=[CH:4][CH:5]=[CH:6][CH:7]=1, predict the reactants needed to synthesize it. The reactants are: [CH2:1]([O:8][C:9]1[CH:14]=[C:13]([CH:15]=[CH:16][C:17]2[CH:18]=[N:19][NH:20][CH:21]=2)[CH:12]=[CH:11][C:10]=1[N:22]1[S:26](=[O:28])(=[O:27])[N:25]([CH2:29][CH2:30][Si:31]([CH3:34])([CH3:33])[CH3:32])[C:24](=[O:35])[CH2:23]1)[C:2]1[CH:7]=[CH:6][CH:5]=[CH:4][CH:3]=1.CI.[C:38]([O-])([O-])=O.[K+].[K+]. (7) Given the product [Br:29][C:30]1[CH:31]=[CH:32][C:33]2[O:37][C:36]3[C:38](=[O:40])[NH:39][C:42]([C:44]4[O:48][N:47]=[C:46]([O:49][CH:50]5[CH2:55][CH2:54][N:53]([C:56]([O:58][C:59]([CH3:62])([CH3:61])[CH3:60])=[O:57])[CH2:52][CH2:51]5)[CH:45]=4)=[N:41][C:35]=3[C:34]=2[CH:63]=1, predict the reactants needed to synthesize it. The reactants are: BrC1C=CC2OC3C(=O)NC(C4CCN(C(OC(C)(C)C)=O)CC4)=NC=3C=2C=1.[Br:29][C:30]1[CH:31]=[CH:32][C:33]2[O:37][C:36]([C:38](=[O:40])[NH2:39])=[C:35]([NH:41][C:42]([C:44]3[O:48][N:47]=[C:46]([O:49][CH:50]4[CH2:55][CH2:54][N:53]([C:56]([O:58][C:59]([CH3:62])([CH3:61])[CH3:60])=[O:57])[CH2:52][CH2:51]4)[CH:45]=3)=O)[C:34]=2[CH:63]=1.BrC1C=CC2OC(C(=O)N)=C(NC(C3CCN(C(OC(C)(C)C)=O)CC3)=O)C=2C=1. (8) Given the product [Cl:10][C:14]1[N:15]=[C:16]([C:28]2[C:36]3[C:31](=[N:32][C:33]([CH3:37])=[CH:34][CH:35]=3)[N:30]([CH2:38][O:39][CH2:40][CH2:41][Si:42]([CH3:45])([CH3:44])[CH3:43])[N:29]=2)[N:17]=[N:18][C:19]=1[C:20]1([C:23]([O:25][CH2:26][CH3:27])=[O:24])[CH2:22][CH2:21]1, predict the reactants needed to synthesize it. The reactants are: S1(=O)(=O)CCCC1.P(Cl)(Cl)([Cl:10])=O.O[C:14]1[N:15]=[C:16]([C:28]2[C:36]3[C:31](=[N:32][C:33]([CH3:37])=[CH:34][CH:35]=3)[N:30]([CH2:38][O:39][CH2:40][CH2:41][Si:42]([CH3:45])([CH3:44])[CH3:43])[N:29]=2)[N:17]=[N:18][C:19]=1[C:20]1([C:23]([O:25][CH2:26][CH3:27])=[O:24])[CH2:22][CH2:21]1.